From a dataset of Forward reaction prediction with 1.9M reactions from USPTO patents (1976-2016). Predict the product of the given reaction. (1) Given the reactants [C:1]1([C:7]2([OH:12])[CH:10]3[CH2:11][CH:8]2[CH2:9]3)[CH:6]=[CH:5][CH:4]=[CH:3][CH:2]=1.[C:13](Cl)(=[O:15])[CH3:14], predict the reaction product. The product is: [C:13]([O:12][C:7]1([C:1]2[CH:2]=[CH:3][CH:4]=[CH:5][CH:6]=2)[CH:8]2[CH2:9][CH:10]1[CH2:11]2)(=[O:15])[CH3:14]. (2) The product is: [CH3:1][O:2][C:3]1[CH:4]=[C:5]2[C:10](=[CH:11][C:12]=1[O:13][CH3:14])[N:9]=[CH:8][N:7]=[C:6]2[NH:15][C:16]1[CH:21]=[CH:20][C:19]([NH:22][C:30]([CH:29]2[CH2:28][CH2:27][N:26]([C:33]3[CH:38]=[CH:37][CH:36]=[CH:35][CH:34]=3)[C:25]2=[O:24])=[O:31])=[CH:18][C:17]=1[F:23]. Given the reactants [CH3:1][O:2][C:3]1[CH:4]=[C:5]2[C:10](=[CH:11][C:12]=1[O:13][CH3:14])[N:9]=[CH:8][N:7]=[C:6]2[NH:15][C:16]1[CH:21]=[CH:20][C:19]([NH2:22])=[CH:18][C:17]=1[F:23].[O:24]=[C:25]1[CH:29]([C:30](O)=[O:31])[CH2:28][CH2:27][N:26]1[C:33]1[CH:38]=[CH:37][CH:36]=[CH:35][CH:34]=1.CCN(C(C)C)C(C)C.CN(C(ON1N=NC2C=CC=NC1=2)=[N+](C)C)C.F[P-](F)(F)(F)(F)F, predict the reaction product. (3) Given the reactants Cl[CH2:2][C:3]1[CH:8]=[CH:7][C:6]([C:9]([OH:35])([C:29]2[N:33]([CH3:34])[CH:32]=[N:31][CH:30]=2)[C:10]2[CH:11]=[C:12]3[C:17](=[CH:18][CH:19]=2)[N:16]([CH3:20])[C:15](=[O:21])[CH:14]=[C:13]3[C:22]2[CH:27]=[CH:26][CH:25]=[C:24]([Cl:28])[CH:23]=2)=[CH:5][CH:4]=1.[NH:36]1[CH:40]=[CH:39][N:38]=[CH:37]1.C([O-])([O-])=O.[K+].[K+].O, predict the reaction product. The product is: [Cl:28][C:24]1[CH:23]=[C:22]([C:13]2[C:12]3[C:17](=[CH:18][CH:19]=[C:10]([C:9]([OH:35])([C:6]4[CH:7]=[CH:8][C:3]([CH2:2][N:36]5[CH:40]=[CH:39][N:38]=[CH:37]5)=[CH:4][CH:5]=4)[C:29]4[N:33]([CH3:34])[CH:32]=[N:31][CH:30]=4)[CH:11]=3)[N:16]([CH3:20])[C:15](=[O:21])[CH:14]=2)[CH:27]=[CH:26][CH:25]=1. (4) Given the reactants Br[C:2]1[N:6]2[CH:7]=[CH:8][C:9]([CH:11]([F:13])[F:12])=[N:10][C:5]2=[N:4][CH:3]=1.[F:14][C:15]1[CH:20]=[CH:19][C:18](B2OC(C)(C)C(C)(C)O2)=[CH:17][C:16]=1[C:30]1[C:31]([C:36]#[N:37])=[CH:32][CH:33]=[CH:34][CH:35]=1, predict the reaction product. The product is: [F:12][CH:11]([F:13])[C:9]1[CH:8]=[CH:7][N:6]2[C:2]([C:18]3[CH:19]=[CH:20][C:15]([F:14])=[C:16]([C:30]4[C:31]([C:36]#[N:37])=[CH:32][CH:33]=[CH:34][CH:35]=4)[CH:17]=3)=[CH:3][N:4]=[C:5]2[N:10]=1.